Dataset: Forward reaction prediction with 1.9M reactions from USPTO patents (1976-2016). Task: Predict the product of the given reaction. (1) Given the reactants [C:1]([NH:4][CH2:5][CH2:6][CH2:7][N:8]([CH3:10])[CH3:9])(=[O:3])[CH3:2].[Cl:11][CH2:12][C:13]([O:15][CH2:16]/[CH:17]=[C:18](/[CH2:20][CH2:21][CH:22]=[C:23]([CH3:25])[CH3:24])\[CH3:19])=[O:14], predict the reaction product. The product is: [Cl-:11].[CH3:9][N+:8]([CH3:10])([CH2:12][C:13]([O:15][CH2:16]/[CH:17]=[C:18](/[CH2:20][CH2:21][CH:22]=[C:23]([CH3:25])[CH3:24])\[CH3:19])=[O:14])[CH2:7][CH2:6][CH2:5][NH:4][C:1](=[O:3])[CH3:2]. (2) The product is: [CH3:1][O:2][C:3]1[CH:4]=[C:5]([C:11]2[CH2:12][CH2:13][NH:14][N:20]=2)[CH:6]=[CH:7][C:8]=1[O:9][CH3:10]. Given the reactants [CH3:1][O:2][C:3]1[CH:4]=[C:5]([C:11](=O)[CH2:12][CH2:13][N:14](C)C)[CH:6]=[CH:7][C:8]=1[O:9][CH3:10].Cl.O.[NH2:20]N, predict the reaction product. (3) Given the reactants [Br:1][C:2]1[C:6]([F:7])=[CH:5][NH:4][N:3]=1.[H-].[Na+].Cl[C:11]1[CH:16]=[CH:15][N:14]=[C:13]([O:17][CH3:18])[N:12]=1, predict the reaction product. The product is: [Br:1][C:2]1[C:6]([F:7])=[CH:5][N:4]([C:11]2[CH:16]=[CH:15][N:14]=[C:13]([O:17][CH3:18])[N:12]=2)[N:3]=1. (4) Given the reactants [OH-].[Na+].C([O:5][C:6](=[O:30])[C:7]1[CH:12]=[C:11]([C:13]#[N:14])[C:10]([N:15]2[CH2:20][CH2:19][CH:18]([C:21]([O:23][C:24]([CH3:27])([CH3:26])[CH3:25])=[O:22])[CH2:17][CH2:16]2)=[N:9][C:8]=1[O:28][CH3:29])C.C(O)(C(F)(F)F)=O.C(Cl)Cl, predict the reaction product. The product is: [C:24]([O:23][C:21]([CH:18]1[CH2:19][CH2:20][N:15]([C:10]2[C:11]([C:13]#[N:14])=[CH:12][C:7]([C:6]([OH:30])=[O:5])=[C:8]([O:28][CH3:29])[N:9]=2)[CH2:16][CH2:17]1)=[O:22])([CH3:27])([CH3:26])[CH3:25]. (5) Given the reactants [CH3:1][O:2][C:3]([C@H:5]1[CH2:10][CH2:9][C@H:8]([C:11](O)=[O:12])[CH2:7][CH2:6]1)=[O:4].B.CSC.CO, predict the reaction product. The product is: [OH:12][CH2:11][C@H:8]1[CH2:7][CH2:6][C@H:5]([C:3]([O:2][CH3:1])=[O:4])[CH2:10][CH2:9]1. (6) Given the reactants [Cl:1][C:2]1[CH:3]=[C:4]2[C:12](=[C:13]([NH2:15])[CH:14]=1)[NH:11][C:10]1[CH:9]=[N:8][CH:7]=[CH:6][C:5]2=1.[CH3:16][N:17]([CH3:29])[CH2:18][CH2:19][N:20]1[C:24](=[O:25])[CH2:23][CH:22]([C:26](O)=[O:27])[CH2:21]1.C1C(NN)=NN=C(N(CCO)CCO)C=1.Cl.Cl.C([O-])(=O)C.[NH4+], predict the reaction product. The product is: [Cl:1][C:2]1[CH:3]=[C:4]2[C:12](=[C:13]([NH:15][C:26]([CH:22]3[CH2:23][C:24](=[O:25])[N:20]([CH2:19][CH2:18][N:17]([CH3:29])[CH3:16])[CH2:21]3)=[O:27])[CH:14]=1)[NH:11][C:10]1[CH:9]=[N:8][CH:7]=[CH:6][C:5]2=1.